Dataset: Full USPTO retrosynthesis dataset with 1.9M reactions from patents (1976-2016). Task: Predict the reactants needed to synthesize the given product. (1) Given the product [F:48][C:43]1[CH:42]=[C:41]([C:39]([N:24]2[CH2:25][C:26]([CH3:38])([CH3:37])[C:27]3[C:35]4[CH:34]=[CH:33][C:6]([O:8][C:9]([O:11][C:12]([CH3:13])([CH3:14])[CH3:15])=[O:10])=[CH:31][C:30]=4[NH:29][C:28]=3[C:22]([C:20]([O:19][CH:17]([CH3:18])[CH3:16])=[O:21])=[CH:23]2)=[O:40])[CH:46]=[CH:45][C:44]=1[F:47], predict the reactants needed to synthesize it. The reactants are: CC(O[C:6]([O:8][C:9]([O:11][C:12]([CH3:15])([CH3:14])[CH3:13])=[O:10])=O)(C)C.[CH3:16][CH:17]([O:19][C:20]([C:22]1[C:28]2[NH:29][C:30]3[CH:31]=C(O)[CH:33]=[CH:34][C:35]=3[C:27]=2[C:26]([CH3:38])([CH3:37])[CH2:25][N:24]([C:39]([C:41]2[CH:46]=[CH:45][C:44]([F:47])=[C:43]([F:48])[CH:42]=2)=[O:40])[CH:23]=1)=[O:21])[CH3:18]. (2) Given the product [NH2:1][C:4]1[CH:25]=[CH:24][C:7]([O:8][CH2:9][CH2:10][C:11]2[N:12]=[C:13]([NH:16][C:17](=[O:23])[O:18][C:19]([CH3:22])([CH3:20])[CH3:21])[S:14][CH:15]=2)=[CH:6][CH:5]=1, predict the reactants needed to synthesize it. The reactants are: [N+:1]([C:4]1[CH:25]=[CH:24][C:7]([O:8][CH2:9][CH2:10][C:11]2[N:12]=[C:13]([NH:16][C:17](=[O:23])[O:18][C:19]([CH3:22])([CH3:21])[CH3:20])[S:14][CH:15]=2)=[CH:6][CH:5]=1)([O-])=O.[H][H]. (3) Given the product [Cl:1][C:2]1[CH:11]=[C:10]2[C:5]([CH:6]=[CH:7][N:8]([C@@H:13]3[O:14][C@H:15]([CH2:23][O:24][S:25]([C:28]4[CH:33]=[CH:32][C:31]([CH3:34])=[CH:30][CH:29]=4)(=[O:27])=[O:26])[C@@H:16]([OH:20])[C@H:17]3[OH:18])[C:9]2=[O:12])=[CH:4][CH:3]=1, predict the reactants needed to synthesize it. The reactants are: [Cl:1][C:2]1[CH:11]=[C:10]2[C:5]([CH:6]=[CH:7][N:8]([C@H:13]3[C@@H:17]4[O:18]C(OC)[O:20][C@@H:16]4[C@@H:15]([CH2:23][O:24][S:25]([C:28]4[CH:33]=[CH:32][C:31]([CH3:34])=[CH:30][CH:29]=4)(=[O:27])=[O:26])[O:14]3)[C:9]2=[O:12])=[CH:4][CH:3]=1.Cl. (4) Given the product [F:16][C:17]1[CH:23]=[C:22]([S:24][CH3:25])[CH:21]=[CH:20][C:18]=1[NH:19][C:2]1[C:3]([C:11]([O:13][CH2:14][CH3:15])=[O:12])=[N:4][N:5]([CH3:10])[C:6](=[O:9])[C:7]=1[CH3:8], predict the reactants needed to synthesize it. The reactants are: Cl[C:2]1[C:3]([C:11]([O:13][CH2:14][CH3:15])=[O:12])=[N:4][N:5]([CH3:10])[C:6](=[O:9])[C:7]=1[CH3:8].[F:16][C:17]1[CH:23]=[C:22]([S:24][CH3:25])[CH:21]=[CH:20][C:18]=1[NH2:19]. (5) Given the product [CH3:20][C:13]1([C:15]([O:17][CH3:18])=[O:16])[C:14]2[CH:1]=[CH:2][CH:3]=[CH:4][C:5]=2[O:6][C:7]2[C:12]1=[CH:11][CH:10]=[CH:9][CH:8]=2, predict the reactants needed to synthesize it. The reactants are: [CH:1]1[C:14]2[CH:13]([C:15]([O:17][CH3:18])=[O:16])[C:12]3[C:7](=[CH:8][CH:9]=[CH:10][CH:11]=3)[O:6][C:5]=2[CH:4]=[CH:3][CH:2]=1.[Li+].[CH3:20]C([N-]C(C)C)C.IC.[Cl-].[NH4+]. (6) Given the product [ClH:1].[CH3:55][C:56]1([C:59]([N:3]2[CH2:4][CH2:5][CH:6]([O:9][C:10]3[CH:11]=[CH:12][C:13]([O:14][CH2:15][CH2:16][CH2:17][N:18]4[CH2:23][CH2:22][CH2:21][CH2:20][CH2:19]4)=[CH:24][CH:25]=3)[CH2:7][CH2:8]2)=[O:60])[CH2:58][CH2:57]1, predict the reactants needed to synthesize it. The reactants are: [ClH:1].Cl.[NH:3]1[CH2:8][CH2:7][CH:6]([O:9][C:10]2[CH:25]=[CH:24][C:13]([O:14][CH2:15][CH2:16][CH2:17][N:18]3[CH2:23][CH2:22][CH2:21][CH2:20][CH2:19]3)=[CH:12][CH:11]=2)[CH2:5][CH2:4]1.CN(C)C=O.CN(C(ON1N=NC2C=CC=CC1=2)=[N+](C)C)C.F[P-](F)(F)(F)(F)F.[CH3:55][C:56]1([C:59](O)=[O:60])[CH2:58][CH2:57]1.C([O-])(O)=O.[Na+]. (7) The reactants are: I[C:2]1[CH:7]=[CH:6][C:5]([C:8]2[N:12]=[C:11]([C:13]3[CH:17]=[C:16]([CH3:18])[N:15]([CH2:19][C:20]4[CH:25]=[CH:24][C:23]([CH3:26])=[CH:22][CH:21]=4)[N:14]=3)[O:10][N:9]=2)=[CH:4][CH:3]=1.[NH:27]1[CH2:31][CH2:30][CH2:29][C:28]1=[O:32].P([O-])([O-])([O-])=O.[K+].[K+].[K+].CNCCNC. Given the product [CH3:18][C:16]1[N:15]([CH2:19][C:20]2[CH:25]=[CH:24][C:23]([CH3:26])=[CH:22][CH:21]=2)[N:14]=[C:13]([C:11]2[O:10][N:9]=[C:8]([C:5]3[CH:6]=[CH:7][C:2]([N:27]4[CH2:31][CH2:30][CH2:29][C:28]4=[O:32])=[CH:3][CH:4]=3)[N:12]=2)[CH:17]=1, predict the reactants needed to synthesize it. (8) Given the product [F:1][C:2]1[CH:7]=[CH:6][C:5]([O:8][CH3:9])=[CH:4][C:3]=1[C:10]1[CH:15]=[CH:14][C:13]([O:16][CH2:17][C:18]2[CH:23]=[CH:22][C:21]([O:24][CH3:25])=[CH:20][CH:19]=2)=[CH:12][C:11]=1[C:26]1[S:45][C:30]([C:31]([F:34])([F:33])[F:32])=[N:29][N:28]=1, predict the reactants needed to synthesize it. The reactants are: [F:1][C:2]1[CH:7]=[CH:6][C:5]([O:8][CH3:9])=[CH:4][C:3]=1[C:10]1[C:11]([C:26]([NH:28][NH:29][C:30](=O)[C:31]([F:34])([F:33])[F:32])=O)=[CH:12][C:13]([O:16][CH2:17][C:18]2[CH:23]=[CH:22][C:21]([O:24][CH3:25])=[CH:20][CH:19]=2)=[CH:14][CH:15]=1.COC1C=CC(P2(SP(C3C=CC(OC)=CC=3)(=S)S2)=[S:45])=CC=1. (9) The reactants are: [Br:1][C:2]1[CH:3]=[C:4]([OH:9])[C:5]([CH3:8])=[N:6][CH:7]=1.[F:10][CH2:11][CH:12](O)[CH2:13][F:14]. Given the product [Br:1][C:2]1[CH:3]=[C:4]([O:9][CH:12]([CH2:13][F:14])[CH2:11][F:10])[C:5]([CH3:8])=[N:6][CH:7]=1, predict the reactants needed to synthesize it. (10) Given the product [Cl:27][C:28]1[CH:33]=[CH:32][CH:31]=[CH:30][C:29]=1[C:34]([NH:36][C:37]([NH:20][C:19]1[CH:21]=[CH:22][C:16]([O:15][C:6]2[C:5]3[C:10](=[CH:11][C:12]([O:13][CH3:14])=[C:3]([O:2][CH3:1])[CH:4]=3)[N:9]=[CH:8][CH:7]=2)=[CH:17][C:18]=1[F:23])=[S:38])=[O:35], predict the reactants needed to synthesize it. The reactants are: [CH3:1][O:2][C:3]1[CH:4]=[C:5]2[C:10](=[CH:11][C:12]=1[O:13][CH3:14])[N:9]=[CH:8][CH:7]=[C:6]2[O:15][C:16]1[CH:22]=[CH:21][C:19]([NH2:20])=[C:18]([F:23])[CH:17]=1.C(O)C.[Cl:27][C:28]1[CH:33]=[CH:32][CH:31]=[CH:30][C:29]=1[C:34]([N:36]=[C:37]=[S:38])=[O:35].